This data is from NCI-60 drug combinations with 297,098 pairs across 59 cell lines. The task is: Regression. Given two drug SMILES strings and cell line genomic features, predict the synergy score measuring deviation from expected non-interaction effect. (1) Drug 1: C1CC(=O)NC(=O)C1N2CC3=C(C2=O)C=CC=C3N. Drug 2: CC1C(C(CC(O1)OC2CC(OC(C2O)C)OC3=CC4=CC5=C(C(=O)C(C(C5)C(C(=O)C(C(C)O)O)OC)OC6CC(C(C(O6)C)O)OC7CC(C(C(O7)C)O)OC8CC(C(C(O8)C)O)(C)O)C(=C4C(=C3C)O)O)O)O. Cell line: SK-MEL-2. Synergy scores: CSS=8.31, Synergy_ZIP=0.873, Synergy_Bliss=5.51, Synergy_Loewe=4.59, Synergy_HSA=4.53. (2) Drug 1: CC1=C(C(CCC1)(C)C)C=CC(=CC=CC(=CC(=O)O)C)C. Drug 2: CC12CCC3C(C1CCC2O)C(CC4=C3C=CC(=C4)O)CCCCCCCCCS(=O)CCCC(C(F)(F)F)(F)F. Cell line: NCI-H322M. Synergy scores: CSS=10.8, Synergy_ZIP=-0.818, Synergy_Bliss=1.26, Synergy_Loewe=0.454, Synergy_HSA=1.08. (3) Drug 1: C1=CC=C(C=C1)NC(=O)CCCCCCC(=O)NO. Drug 2: CC1CCCC2(C(O2)CC(NC(=O)CC(C(C(=O)C(C1O)C)(C)C)O)C(=CC3=CSC(=N3)C)C)C. Cell line: SF-268. Synergy scores: CSS=34.4, Synergy_ZIP=4.40, Synergy_Bliss=3.11, Synergy_Loewe=-20.7, Synergy_HSA=-0.316. (4) Drug 1: CC1=C(C=C(C=C1)NC2=NC=CC(=N2)N(C)C3=CC4=NN(C(=C4C=C3)C)C)S(=O)(=O)N.Cl. Drug 2: CC1=C(C=C(C=C1)NC(=O)C2=CC=C(C=C2)CN3CCN(CC3)C)NC4=NC=CC(=N4)C5=CN=CC=C5. Cell line: PC-3. Synergy scores: CSS=12.7, Synergy_ZIP=5.35, Synergy_Bliss=13.2, Synergy_Loewe=11.6, Synergy_HSA=11.8. (5) Drug 1: C1=C(C(=O)NC(=O)N1)F. Drug 2: C1CC(=O)NC(=O)C1N2C(=O)C3=CC=CC=C3C2=O. Cell line: HCT-15. Synergy scores: CSS=38.2, Synergy_ZIP=-0.769, Synergy_Bliss=-4.71, Synergy_Loewe=-12.0, Synergy_HSA=-4.94. (6) Drug 1: CCCS(=O)(=O)NC1=C(C(=C(C=C1)F)C(=O)C2=CNC3=C2C=C(C=N3)C4=CC=C(C=C4)Cl)F. Drug 2: CCC1(C2=C(COC1=O)C(=O)N3CC4=CC5=C(C=CC(=C5CN(C)C)O)N=C4C3=C2)O.Cl. Cell line: T-47D. Synergy scores: CSS=12.1, Synergy_ZIP=0.185, Synergy_Bliss=6.80, Synergy_Loewe=-15.2, Synergy_HSA=4.86. (7) Drug 1: C1=CC=C(C(=C1)C(C2=CC=C(C=C2)Cl)C(Cl)Cl)Cl. Drug 2: COC1=NC(=NC2=C1N=CN2C3C(C(C(O3)CO)O)O)N. Cell line: MDA-MB-435. Synergy scores: CSS=-4.64, Synergy_ZIP=0.881, Synergy_Bliss=-2.44, Synergy_Loewe=-5.62, Synergy_HSA=-5.19.